This data is from Reaction yield outcomes from USPTO patents with 853,638 reactions. The task is: Predict the reaction yield, written as a fraction of the theoretical maximum amount of product (1.0 means a 100% yield; for example, 0.34 means a 34% yield). (1) The reactants are BrC1C(F)=CC2OCCN3C(C(O)C4C=CC=C(C(F)(F)F)C=4)=C(C(O)=O)N=C3C=2C=1.[Br:32][C:33]1[C:34]([F:59])=[CH:35][C:36]2[O:42][CH2:41][CH2:40][N:39]3[C:43]([CH:50]([OH:57])[C:51]4[N:52]([CH3:56])[N:53]=[CH:54][CH:55]=4)=[C:44]([C:46]([O:48]C)=[O:47])[N:45]=[C:38]3[C:37]=2[CH:58]=1.[OH-].[Li+]. No catalyst specified. The product is [Br:32][C:33]1[C:34]([F:59])=[CH:35][C:36]2[O:42][CH2:41][CH2:40][N:39]3[C:43]([CH:50]([OH:57])[C:51]4[N:52]([CH3:56])[N:53]=[CH:54][CH:55]=4)=[C:44]([C:46]([OH:48])=[O:47])[N:45]=[C:38]3[C:37]=2[CH:58]=1. The yield is 0.870. (2) The reactants are C(NC(C)C)(C)C.C([Li])CCC.[CH3:13][O:14][C:15](=[O:27])[CH2:16][C:17]1[CH:22]=[CH:21][C:20]([S:23]([CH3:26])(=[O:25])=[O:24])=[CH:19][CH:18]=1.I[CH2:29][CH:30]1[CH2:34][CH2:33][CH2:32][CH2:31]1. The yield is 0.680. The product is [CH3:13][O:14][C:15](=[O:27])[CH:16]([C:17]1[CH:18]=[CH:19][C:20]([S:23]([CH3:26])(=[O:24])=[O:25])=[CH:21][CH:22]=1)[CH2:29][CH:30]1[CH2:34][CH2:33][CH2:32][CH2:31]1. The catalyst is O1CCCC1.CN1CCCN(C)C1=O. (3) The reactants are C(OC([N:8]1[CH2:12][CH2:11][C:10]([C:15]2[CH:20]=[CH:19][CH:18]=[C:17]([F:21])[C:16]=2[F:22])([O:13][CH3:14])[CH2:9]1)=O)(C)(C)C.FC(F)(F)C(O)=O. The catalyst is ClCCl. The product is [F:22][C:16]1[C:17]([F:21])=[CH:18][CH:19]=[CH:20][C:15]=1[C:10]1([O:13][CH3:14])[CH2:11][CH2:12][NH:8][CH2:9]1. The yield is 0.850. (4) The product is [CH3:23][N:22]([CH3:24])[CH2:21][CH2:20][N:12]1[C:11]2[CH:25]=[CH:26][C:8]([S:5]([CH:3]3[CH2:4][N:1]([CH2:35][CH2:36][OH:37])[CH2:2]3)(=[O:6])=[O:7])=[CH:9][C:10]=2[N:14]=[C:13]1[CH2:15][C:16]([CH3:19])([CH3:18])[CH3:17]. The catalyst is O. The reactants are [NH:1]1[CH2:4][CH:3]([S:5]([C:8]2[CH:26]=[CH:25][C:11]3[N:12]([CH2:20][CH2:21][N:22]([CH3:24])[CH3:23])[C:13]([CH2:15][C:16]([CH3:19])([CH3:18])[CH3:17])=[N:14][C:10]=3[CH:9]=2)(=[O:7])=[O:6])[CH2:2]1.C(N(CC)CC)C.Cl[CH2:35][CH2:36][OH:37]. The yield is 0.390. (5) The reactants are CS([C:5]1[N:10]=[C:9]([O:11][CH2:12][C@H:13]2[CH2:15][C@H:14]2[C:16]#[N:17])[CH:8]=[C:7]([N:18]2[CH2:23][CH2:22][CH:21]([C:24]3[C:32]4[C:27](=[N:28][CH:29]=[CH:30][CH:31]=4)[NH:26][N:25]=3)[CH2:20][CH2:19]2)[N:6]=1)(=O)=O.C(#N)CC#N.[C:38]([O-:41])([O-])=O.[K+].[K+].Cl.[C:45]12([NH2:50])[CH2:49][CH:47]([CH2:48]1)[CH2:46]2.C(OO)(=O)C. The catalyst is CC#N. The product is [C:45]12([NH:50][C:38]([C:5]3[N:10]=[C:9]([O:11][CH2:12][C@H:13]4[CH2:15][C@H:14]4[C:16]#[N:17])[CH:8]=[C:7]([N:18]4[CH2:23][CH2:22][CH:21]([C:24]5[C:32]6[C:27](=[N:28][CH:29]=[CH:30][CH:31]=6)[NH:26][N:25]=5)[CH2:20][CH2:19]4)[N:6]=3)=[O:41])[CH2:49][CH:47]([CH2:48]1)[CH2:46]2. The yield is 0.250. (6) The reactants are C(OC([N:8]1[CH2:12][C:11]([F:14])([F:13])[CH2:10][CH:9]1[C:15]([O:17][CH2:18][CH:19]=[CH2:20])=[O:16])=O)(C)(C)C.[F:21][C:22]([F:27])([F:26])[C:23]([OH:25])=[O:24]. The catalyst is ClCCl. The product is [F:21][C:22]([F:27])([F:26])[C:23]([OH:25])=[O:24].[CH2:18]([O:17][C:15]([CH:9]1[CH2:10][C:11]([F:14])([F:13])[CH2:12][NH:8]1)=[O:16])[CH:19]=[CH2:20]. The yield is 1.00. (7) The reactants are [Cl:1][C:2]1[CH:7]=[CH:6][C:5]([S:8]([N:11]([C:15]2[C:16]([C:22](=[O:31])[C:23]3[CH:28]=[C:27]([CH3:29])[CH:26]=[CH:25][C:24]=3[Cl:30])=[N:17][CH:18]=[C:19]([Cl:21])[CH:20]=2)COC)(=[O:10])=[O:9])=[CH:4][C:3]=1[C:32]([F:35])([F:34])[F:33].O. The catalyst is Cl.O1CCOCC1. The product is [Cl:1][C:2]1[CH:7]=[CH:6][C:5]([S:8]([NH:11][C:15]2[C:16]([C:22](=[O:31])[C:23]3[CH:28]=[C:27]([CH3:29])[CH:26]=[CH:25][C:24]=3[Cl:30])=[N:17][CH:18]=[C:19]([Cl:21])[CH:20]=2)(=[O:9])=[O:10])=[CH:4][C:3]=1[C:32]([F:34])([F:35])[F:33]. The yield is 0.640. (8) The reactants are [C:1]([O:4][CH:5]([CH3:9])[C:6]([OH:8])=O)(=[O:3])[CH3:2].C(Cl)(=O)C(Cl)=O.[Cl:16][C:17]1[CH:18]=[C:19]([C:23](=[N:25]O)[NH2:24])[CH:20]=[CH:21][CH:22]=1.C(=O)(O)[O-].[Na+]. The catalyst is CN(C=O)C.C(Cl)Cl.C(OCC)(=O)C. The product is [C:1]([O:4][CH:5]([C:6]1[O:8][N:25]=[C:23]([C:19]2[CH:20]=[CH:21][CH:22]=[C:17]([Cl:16])[CH:18]=2)[N:24]=1)[CH3:9])(=[O:3])[CH3:2]. The yield is 0.483.